Predict the product of the given reaction. From a dataset of Forward reaction prediction with 1.9M reactions from USPTO patents (1976-2016). (1) Given the reactants [CH3:1][C:2]1[CH:11]=[CH:10][C:5]([C:6]([NH:8][CH3:9])=[O:7])=[CH:4][C:3]=1B1OC(C)(C)C(C)(C)O1.[C:21]([C:23]1[N:28]([CH3:29])[C:27](=[O:30])[C:26](OS(C(F)(F)F)(=O)=O)=[CH:25][C:24]=1[F:39])#[N:22].P([O-])([O-])([O-])=O.[K+].[K+].[K+].O1CCCC1, predict the reaction product. The product is: [C:21]([C:23]1[N:28]([CH3:29])[C:27](=[O:30])[C:26]([C:3]2[CH:4]=[C:5]([CH:10]=[CH:11][C:2]=2[CH3:1])[C:6]([NH:8][CH3:9])=[O:7])=[CH:25][C:24]=1[F:39])#[N:22]. (2) The product is: [CH2:1]([N:8]1[C:17]2[C:12](=[CH:13][C:14]([C:18]#[N:19])=[CH:15][C:16]=2[Cl:33])[CH2:11][CH:10]([NH:20][S:21]([C:24]2[CH:29]=[CH:28][CH:27]=[CH:26][CH:25]=2)(=[O:23])=[O:22])[CH2:9]1)[C:2]1[CH:3]=[CH:4][CH:5]=[CH:6][CH:7]=1. Given the reactants [CH2:1]([N:8]1[C:17]2[C:12](=[CH:13][C:14]([C:18]#[N:19])=[CH:15][CH:16]=2)[CH2:11][CH:10]([NH:20][S:21]([C:24]2[CH:29]=[CH:28][CH:27]=[CH:26][CH:25]=2)(=[O:23])=[O:22])[CH2:9]1)[C:2]1[CH:7]=[CH:6][CH:5]=[CH:4][CH:3]=1.I([Cl:33])(=O)=O.I(Cl)(=O)=O.I(Cl)(=O)=O.I(Cl)(=O)=O.C([N+](C)(C)C)C1C=CC=CC=1, predict the reaction product. (3) Given the reactants [Br:1][C:2]1[CH:10]=[CH:9][C:8]([Br:11])=[C:7]2[C:3]=1[CH2:4][CH:5]([CH3:13])[C:6]2=O.[BH4-].[Na+].Cl, predict the reaction product. The product is: [Br:1][C:2]1[CH:10]=[CH:9][C:8]([Br:11])=[C:7]2[C:3]=1[CH:4]=[C:5]([CH3:13])[CH2:6]2. (4) Given the reactants C(Cl)(=O)C(Cl)=O.[CH3:7][N:8]1[CH2:13][CH2:12][N:11]([S:14]([C:17]2[CH:18]=[CH:19][C:20]([O:26][CH2:27][C:28]3[CH:33]=[CH:32][CH:31]=[CH:30][CH:29]=3)=[C:21]([CH:25]=2)[C:22]([OH:24])=O)(=[O:16])=[O:15])[CH2:10][CH2:9]1.[N:34]1[CH:39]=[CH:38][CH:37]=[C:36]([NH2:40])[CH:35]=1.C(N(C(C)C)CC)(C)C, predict the reaction product. The product is: [CH3:7][N:8]1[CH2:9][CH2:10][N:11]([S:14]([C:17]2[CH:18]=[CH:19][C:20]([O:26][CH2:27][C:28]3[CH:29]=[CH:30][CH:31]=[CH:32][CH:33]=3)=[C:21]([CH:25]=2)[C:22]([NH:40][C:36]2[CH:35]=[N:34][CH:39]=[CH:38][CH:37]=2)=[O:24])(=[O:16])=[O:15])[CH2:12][CH2:13]1. (5) Given the reactants CC(C)=CCC/C(/C)=[CH:7]/[CH2:8][O:9][C:10]1[CH:15]=[CH:14][C:13]2[CH:16]=[CH:17][C:18]([O:20][C:12]=2[CH:11]=1)=[O:19].COC1C2C=CC(OC=2C=C2C=1C=CO2)=O, predict the reaction product. The product is: [CH:7]1[C:15]2=[CH:14][C:13]3[CH:16]=[CH:17][C:18](=[O:19])[O:20][C:12]=3[CH:11]=[C:10]2[O:9][CH:8]=1. (6) Given the reactants CS[C:3]([N:6]1[N:10]=[CH:9][C:8]2([CH2:15][CH2:14][O:13][CH2:12][CH2:11]2)[CH2:7]1)=[N:4][CH3:5].[Cl:16][C:17]1[N:18]=[C:19]2[N:23]([C:24]=1[S:25]([NH2:28])(=[O:27])=[O:26])[CH:22]=[CH:21][S:20]2, predict the reaction product. The product is: [CH3:5][NH:4][C:3]([N:6]1[N:10]=[CH:9][C:8]2([CH2:11][CH2:12][O:13][CH2:14][CH2:15]2)[CH2:7]1)=[N:28][S:25]([C:24]1[N:23]2[C:19]([S:20][CH:21]=[CH:22]2)=[N:18][C:17]=1[Cl:16])(=[O:27])=[O:26]. (7) Given the reactants C(O[C:6]([N:8]1[CH2:12][C:11](=[N:13][O:14][CH3:15])[CH2:10][C@H:9]1[C:16]([OH:18])=O)=[O:7])(C)(C)C.[N:19]1[CH:24]=[CH:23][CH:22]=[C:21]([C:25]2[CH:33]=[CH:32][C:28](C(O)=O)=[CH:27][CH:26]=2)[CH:20]=1.[NH2:34][CH2:35][CH:36]([OH:49])[CH2:37][O:38][C:39]1[CH:44]=[CH:43][C:42]([NH:45][C:46](=[O:48])[CH3:47])=[CH:41][CH:40]=1, predict the reaction product. The product is: [C:46]([NH:45][C:42]1[CH:43]=[CH:44][C:39]([O:38][CH2:37][CH:36]([OH:49])[CH2:35][NH:34][C:16]([C@@H:9]2[CH2:10][C:11](=[N:13][O:14][CH3:15])[CH2:12][N:8]2[C:6](=[O:7])[C:28]2[CH:27]=[CH:26][C:25]([C:21]3[CH:20]=[N:19][CH:24]=[CH:23][CH:22]=3)=[CH:33][CH:32]=2)=[O:18])=[CH:40][CH:41]=1)(=[O:48])[CH3:47]. (8) The product is: [Cl:58][C:55]1[CH:54]=[CH:53][C:52]([CH2:51][N:38]2[C:37](=[O:59])[C:36]([CH2:33][OH:34])=[CH:41][C:40]([C:42]3[CH:43]=[CH:44][C:45]4[O:49][CH2:48][CH2:47][C:46]=4[CH:50]=3)=[N:39]2)=[CH:57][CH:56]=1. Given the reactants FC1C=CC(CN2C(=O)C(CN3CCN(C)CC3)=CC(C3C=CC4OCCC=4C=3)=N2)=CC=1.[C:33]([C:36]1[C:37](=[O:59])[N:38]([CH2:51][C:52]2[CH:57]=[CH:56][C:55]([Cl:58])=[CH:54][CH:53]=2)[N:39]=[C:40]([C:42]2[CH:43]=[CH:44][C:45]3[O:49][CH2:48][CH2:47][C:46]=3[CH:50]=2)[CH:41]=1)(O)=[O:34], predict the reaction product. (9) Given the reactants C([Mg]Cl)(C)C.I[C:7]1[CH:8]=[N:9][N:10]([CH:12]2[CH2:17][CH2:16][S:15](=[O:19])(=[O:18])[CH2:14][CH2:13]2)[CH:11]=1.CO[B:22]1[O:26][C:25]([CH3:28])([CH3:27])[C:24]([CH3:30])([CH3:29])[O:23]1, predict the reaction product. The product is: [CH3:29][C:24]1([CH3:30])[C:25]([CH3:28])([CH3:27])[O:26][B:22]([C:7]2[CH:8]=[N:9][N:10]([CH:12]3[CH2:17][CH2:16][S:15](=[O:19])(=[O:18])[CH2:14][CH2:13]3)[CH:11]=2)[O:23]1.